Dataset: Forward reaction prediction with 1.9M reactions from USPTO patents (1976-2016). Task: Predict the product of the given reaction. (1) The product is: [C:26]([O:25][C:23]([N:22]1[C@@H:17]([C:11]2[CH:12]=[CH:13][CH:14]=[CH:15][CH:16]=2)[C@@H:18]([C:31]2[CH:32]=[CH:33][CH:34]=[CH:35][CH:36]=2)[O:19][C:20](=[O:30])[C@@H:21]1[CH2:42][CH2:41][CH2:40][CH2:39][CH2:38][Cl:37])=[O:24])([CH3:29])([CH3:27])[CH3:28]. Given the reactants C[Si]([N-][Si](C)(C)C)(C)C.[Na+].[C:11]1([C@@H:17]2[N:22]([C:23]([O:25][C:26]([CH3:29])([CH3:28])[CH3:27])=[O:24])[CH2:21][C:20](=[O:30])[O:19][C@@H:18]2[C:31]2[CH:36]=[CH:35][CH:34]=[CH:33][CH:32]=2)[CH:16]=[CH:15][CH:14]=[CH:13][CH:12]=1.[Cl:37][CH2:38][CH2:39][CH2:40][CH2:41][CH2:42]I.CN(P(N(C)C)(N(C)C)=O)C, predict the reaction product. (2) The product is: [OH:18][CH2:2][CH2:3][CH2:4][CH2:5][CH2:6][CH2:7][CH2:8][C:9]([C:11]1[CH:16]=[CH:15][C:14]([Cl:17])=[CH:13][CH:12]=1)=[O:10]. Given the reactants Br[CH2:2][CH2:3][CH2:4][CH2:5][CH2:6][CH2:7][CH2:8][C:9]([C:11]1[CH:16]=[CH:15][C:14]([Cl:17])=[CH:13][CH:12]=1)=[O:10].[OH-:18].[Na+], predict the reaction product. (3) Given the reactants [CH2:1]=[CH:2][CH2:3][CH2:4]CC.[C:7]([O:10][CH2:11][CH2:12][CH2:13][CH2:14][CH2:15][CH2:16][CH2:17][CH:18]=[CH2:19])(=[O:9])[CH3:8], predict the reaction product. The product is: [C:7]([O:10][CH2:11][CH2:12][CH2:13][CH2:14][CH2:15][CH2:16][CH2:17]/[CH:18]=[CH:19]\[CH2:1][CH2:2][CH2:3][CH3:4])(=[O:9])[CH3:8]. (4) Given the reactants C([Li])CCC.[CH2:6]1[CH2:24][O:23][C:8]2([CH2:13][CH2:12][CH2:11][CH:10]([S:14]([C:17]3[CH:22]=[CH:21][CH:20]=[CH:19][CH:18]=3)(=[O:16])=[O:15])[CH2:9]2)[O:7]1.Br[CH2:26][CH2:27][CH2:28][CH2:29][CH2:30][CH2:31][CH2:32][CH2:33][CH2:34][CH2:35][OH:36].[Cl-].[NH4+], predict the reaction product. The product is: [CH2:24]1[CH2:6][O:7][C:8]2([CH2:13][CH2:12][CH2:11][C:10]([CH2:26][CH2:27][CH2:28][CH2:29][CH2:30][CH2:31][CH2:32][CH2:33][CH2:34][CH2:35][OH:36])([S:14]([C:17]3[CH:18]=[CH:19][CH:20]=[CH:21][CH:22]=3)(=[O:16])=[O:15])[CH2:9]2)[O:23]1. (5) Given the reactants Cl.[F:2][C:3]1[CH:15]=[CH:14][C:6]([CH2:7][N:8]2[CH:12]=[C:11]([NH2:13])[CH:10]=[N:9]2)=[CH:5][CH:4]=1.N1(CC2C=CC(N[C:29](=[O:37])[O:30][C:31]3[CH:36]=[CH:35][CH:34]=[CH:33][CH:32]=3)=CC=2)C=CC=N1, predict the reaction product. The product is: [C:31]1([O:30][C:29](=[O:37])[NH:13][C:11]2[CH:10]=[N:9][N:8]([CH2:7][C:6]3[CH:14]=[CH:15][C:3]([F:2])=[CH:4][CH:5]=3)[CH:12]=2)[CH:36]=[CH:35][CH:34]=[CH:33][CH:32]=1.